Predict the reactants needed to synthesize the given product. From a dataset of Full USPTO retrosynthesis dataset with 1.9M reactions from patents (1976-2016). (1) Given the product [OH:45][CH2:44][C:43]([N:1]1[CH2:2][CH2:3][CH:4]([O:7][C:8]2[CH:15]=[CH:14][C:13]([C:16]3[N:24]=[CH:23][N:22]=[C:21]4[C:17]=3[N:18]=[C:19]([C:25]3[CH:26]=[CH:27][C:28]([CH:31]5[CH2:36][CH2:35][N:34]([CH2:37][C:38]([F:40])([F:39])[F:41])[CH2:33][CH2:32]5)=[CH:29][CH:30]=3)[NH:20]4)=[CH:12][C:9]=2[C:10]#[N:11])[CH2:5][CH2:6]1)=[O:42], predict the reactants needed to synthesize it. The reactants are: [NH:1]1[CH2:6][CH2:5][CH:4]([O:7][C:8]2[CH:15]=[CH:14][C:13]([C:16]3[N:24]=[CH:23][N:22]=[C:21]4[C:17]=3[N:18]=[C:19]([C:25]3[CH:30]=[CH:29][C:28]([CH:31]5[CH2:36][CH2:35][N:34]([CH2:37][C:38]([F:41])([F:40])[F:39])[CH2:33][CH2:32]5)=[CH:27][CH:26]=3)[NH:20]4)=[CH:12][C:9]=2[C:10]#[N:11])[CH2:3][CH2:2]1.[OH:42][CH2:43][C:44](O)=[O:45].CCN(C(C)C)C(C)C.CN(C(ON1N=NC2C=CC=NC1=2)=[N+](C)C)C.F[P-](F)(F)(F)(F)F. (2) Given the product [Cl:1][C:2]1[N:3]=[C:4]2[CH:12]=[C:11]([Cl:13])[CH:10]=[N:9][C:5]2=[N:6][C:7]=1[N:18]1[CH2:19][CH2:20][N:15]([CH3:14])[CH2:16][CH2:17]1, predict the reactants needed to synthesize it. The reactants are: [Cl:1][C:2]1[N:3]=[C:4]2[CH:12]=[C:11]([Cl:13])[CH:10]=[N:9][C:5]2=[N:6][C:7]=1Cl.[CH3:14][N:15]1[CH2:20][CH2:19][NH:18][CH2:17][CH2:16]1.[NH4+].[Cl-].